From a dataset of Merck oncology drug combination screen with 23,052 pairs across 39 cell lines. Regression. Given two drug SMILES strings and cell line genomic features, predict the synergy score measuring deviation from expected non-interaction effect. (1) Drug 1: O=c1[nH]cc(F)c(=O)[nH]1. Drug 2: CCN(CC)CCNC(=O)c1c(C)[nH]c(C=C2C(=O)Nc3ccc(F)cc32)c1C. Cell line: RKO. Synergy scores: synergy=8.00. (2) Cell line: PA1. Synergy scores: synergy=-1.67. Drug 2: CN(C)C(=N)N=C(N)N. Drug 1: CN1C(=O)C=CC2(C)C3CCC4(C)C(NC(=O)OCC(F)(F)F)CCC4C3CCC12. (3) Drug 1: CN1C(=O)C=CC2(C)C3CCC4(C)C(NC(=O)OCC(F)(F)F)CCC4C3CCC12. Drug 2: O=c1[nH]cc(F)c(=O)[nH]1. Cell line: EFM192B. Synergy scores: synergy=-7.72. (4) Drug 1: NC1(c2ccc(-c3nc4ccn5c(=O)[nH]nc5c4cc3-c3ccccc3)cc2)CCC1. Drug 2: CC(C)CC(NC(=O)C(Cc1ccccc1)NC(=O)c1cnccn1)B(O)O. Cell line: SW837. Synergy scores: synergy=15.3.